This data is from Forward reaction prediction with 1.9M reactions from USPTO patents (1976-2016). The task is: Predict the product of the given reaction. (1) Given the reactants [O:1]1[CH:5]=[CH:4][CH:3]=[C:2]1[C:6]1[CH:11]=[CH:10][C:9]([S:12]([N:15]([CH2:19][C:20]2[CH:36]=[CH:35][CH:34]=[CH:33][C:21]=2[O:22][CH2:23][CH2:24][CH2:25][CH2:26][CH2:27][C:28]([O:30]CC)=[O:29])[CH:16]([CH3:18])[CH3:17])(=[O:14])=[O:13])=[CH:8][CH:7]=1.O.[OH-].[Li+].Cl, predict the reaction product. The product is: [O:1]1[CH:5]=[CH:4][CH:3]=[C:2]1[C:6]1[CH:11]=[CH:10][C:9]([S:12]([N:15]([CH2:19][C:20]2[CH:36]=[CH:35][CH:34]=[CH:33][C:21]=2[O:22][CH2:23][CH2:24][CH2:25][CH2:26][CH2:27][C:28]([OH:30])=[O:29])[CH:16]([CH3:18])[CH3:17])(=[O:13])=[O:14])=[CH:8][CH:7]=1. (2) Given the reactants [C:1](Cl)(=[O:11])[C:2]1[CH:10]=[CH:9][C:5]([C:6](Cl)=[O:7])=[CH:4][CH:3]=1.[O:13]([CH2:20][CH2:21][OH:22])[C:14]1[CH:19]=[CH:18][CH:17]=[CH:16][CH:15]=1, predict the reaction product. The product is: [O:13]([CH2:20][CH2:21][O:22][C:1](=[O:11])[C:2]1[CH:10]=[CH:9][C:5]([C:6]([O:22][CH2:21][CH2:20][O:13][C:14]2[CH:19]=[CH:18][CH:17]=[CH:16][CH:15]=2)=[O:7])=[CH:4][CH:3]=1)[C:14]1[CH:19]=[CH:18][CH:17]=[CH:16][CH:15]=1. (3) Given the reactants [Br:1][C:2]1[CH:7]=[CH:6][CH:5]=[CH:4][C:3]=1I.[C:9]1(B(O)O)[C:18]2[C:13](=[CH:14][CH:15]=[CH:16][CH:17]=2)[CH:12]=[CH:11][CH:10]=1, predict the reaction product. The product is: [Br:1][C:2]1[CH:7]=[C:6]([C:17]2[C:18]3[C:13](=[CH:12][CH:11]=[CH:10][CH:9]=3)[CH:14]=[CH:15][CH:16]=2)[CH:5]=[CH:4][CH:3]=1. (4) Given the reactants [Cl:1][C:2]1[CH:34]=[CH:33][C:5]([CH2:6][N:7]2[C:12]([NH:13][C:14]3[CH:19]=[CH:18][C:17]([O:20][CH:21]([CH3:23])[CH3:22])=[C:16]([Cl:24])[CH:15]=3)=[N:11][C:10]([CH:25]=[CH:26][C:27]([O:29]CC)=[O:28])=[N:9][C:8]2=[O:32])=[CH:4][CH:3]=1.C1COCC1.CCO.O.[OH-].[Li+], predict the reaction product. The product is: [Cl:1][C:2]1[CH:3]=[CH:4][C:5]([CH2:6][N:7]2[C:12]([NH:13][C:14]3[CH:19]=[CH:18][C:17]([O:20][CH:21]([CH3:23])[CH3:22])=[C:16]([Cl:24])[CH:15]=3)=[N:11][C:10]([CH:25]=[CH:26][C:27]([OH:29])=[O:28])=[N:9][C:8]2=[O:32])=[CH:33][CH:34]=1. (5) Given the reactants [Br:1][C:2]1[C:3](=[O:29])[N:4]([C:19]2[CH:27]=[CH:26][C:22]([C:23](O)=[O:24])=[CH:21][C:20]=2[F:28])[C:5]([CH3:18])=[CH:6][C:7]=1[O:8][CH2:9][C:10]1[CH:15]=[CH:14][C:13]([F:16])=[CH:12][C:11]=1[F:17].ClC(OCC(C)C)=O.[CH3:38][N:39]1CCOC[CH2:40]1.CNC, predict the reaction product. The product is: [Br:1][C:2]1[C:3](=[O:29])[N:4]([C:19]2[CH:27]=[CH:26][C:22]([C:23]([N:39]([CH3:40])[CH3:38])=[O:24])=[CH:21][C:20]=2[F:28])[C:5]([CH3:18])=[CH:6][C:7]=1[O:8][CH2:9][C:10]1[CH:15]=[CH:14][C:13]([F:16])=[CH:12][C:11]=1[F:17].